This data is from Reaction yield outcomes from USPTO patents with 853,638 reactions. The task is: Predict the reaction yield, written as a fraction of the theoretical maximum amount of product (1.0 means a 100% yield; for example, 0.34 means a 34% yield). The product is [OH:2][CH2:1][C:3]1[C:4]([N:28]2[CH:40]=[CH:39][N:31]3[C:32]4[CH2:33][CH2:34][CH2:35][CH2:36][C:37]=4[CH:38]=[C:30]3[C:29]2=[O:41])=[N:5][CH:6]=[CH:7][C:8]=1[C:9]1[CH:14]=[C:13]([NH:15][C:16]2[CH:25]=[C:19]3[CH2:20][N:21]([CH3:24])[CH2:22][CH2:23][N:18]3[N:17]=2)[C:12](=[O:26])[N:11]([CH3:27])[CH:10]=1. The catalyst is CO. The yield is 0.580. The reactants are [CH:1]([C:3]1[C:4]([N:28]2[CH:40]=[CH:39][N:31]3[C:32]4[CH2:33][CH2:34][CH2:35][CH2:36][C:37]=4[CH:38]=[C:30]3[C:29]2=[O:41])=[N:5][CH:6]=[CH:7][C:8]=1[C:9]1[CH:14]=[C:13]([NH:15][C:16]2[CH:25]=[C:19]3[CH2:20][N:21]([CH3:24])[CH2:22][CH2:23][N:18]3[N:17]=2)[C:12](=[O:26])[N:11]([CH3:27])[CH:10]=1)=[O:2].[BH4-].[Na+].